Dataset: Reaction yield outcomes from USPTO patents with 853,638 reactions. Task: Predict the reaction yield, written as a fraction of the theoretical maximum amount of product (1.0 means a 100% yield; for example, 0.34 means a 34% yield). (1) The reactants are C([O:3][C:4](=[O:28])[CH2:5][N:6]1[CH2:11][CH2:10][N:9]([C:12](=[O:27])[CH2:13][CH:14]([C:21]2[CH:26]=[CH:25][CH:24]=[CH:23][CH:22]=2)[C:15]2[CH:20]=[CH:19][CH:18]=[CH:17][CH:16]=2)[CH2:8][CH2:7]1)C.[Li+].[OH-]. The catalyst is CO.O. The product is [C:21]1([CH:14]([C:15]2[CH:16]=[CH:17][CH:18]=[CH:19][CH:20]=2)[CH2:13][C:12]([N:9]2[CH2:10][CH2:11][N:6]([CH2:5][C:4]([OH:28])=[O:3])[CH2:7][CH2:8]2)=[O:27])[CH:22]=[CH:23][CH:24]=[CH:25][CH:26]=1. The yield is 0.780. (2) The reactants are Cl[C:2]1[N:11]=[C:10]([NH:12][CH2:13][CH:14]([C:20]2[CH:21]=[N:22][CH:23]=[CH:24][CH:25]=2)[C:15]2[NH:16][CH:17]=[CH:18][CH:19]=2)[C:9]2[C:4](=[CH:5][CH:6]=[CH:7][CH:8]=2)[N:3]=1.[CH3:26][N:27]([CH3:37])[C:28]1[CH:33]=[CH:32][C:31](B(O)O)=[CH:30][CH:29]=1.C1(C(C2C=CC=CN=2)CNC2C3C(=CC=CC=3)N=C(C3C=CC(NS(C)(=O)=O)=CC=3)N=2)C=CC=CC=1. The catalyst is C(Cl)(Cl)Cl.CO. The product is [CH3:26][N:27]([CH3:37])[C:28]1[CH:33]=[CH:32][C:31]([C:2]2[N:11]=[C:10]([NH:12][CH2:13][CH:14]([C:20]3[CH:21]=[N:22][CH:23]=[CH:24][CH:25]=3)[C:15]3[NH:16][CH:17]=[CH:18][CH:19]=3)[C:9]3[C:4](=[CH:5][CH:6]=[CH:7][CH:8]=3)[N:3]=2)=[CH:30][CH:29]=1. The yield is 0.270.